Predict the reactants needed to synthesize the given product. From a dataset of Full USPTO retrosynthesis dataset with 1.9M reactions from patents (1976-2016). The reactants are: S(=O)(=O)(O)O.[BrH:6].[CH:7]1([CH2:13][CH2:14]O)[CH2:12][CH2:11][CH2:10][CH2:9][CH2:8]1. Given the product [Br:6][CH2:14][CH2:13][CH:7]1[CH2:12][CH2:11][CH2:10][CH2:9][CH2:8]1, predict the reactants needed to synthesize it.